Dataset: Full USPTO retrosynthesis dataset with 1.9M reactions from patents (1976-2016). Task: Predict the reactants needed to synthesize the given product. (1) The reactants are: [NH:1]1[CH2:6][CH2:5][O:4][C:3]2[CH:7]=[N:8][CH:9]=[CH:10][C:2]1=2.[Br:11][C:12]1[CH:13]=[C:14]([CH:18]=[C:19]([Br:23])[C:20]=1[O:21][CH3:22])[C:15](Cl)=[O:16]. Given the product [Br:11][C:12]1[CH:13]=[C:14]([C:15]([N:1]2[CH2:6][CH2:5][O:4][C:3]3[CH:7]=[N:8][CH:9]=[CH:10][C:2]2=3)=[O:16])[CH:18]=[C:19]([Br:23])[C:20]=1[O:21][CH3:22], predict the reactants needed to synthesize it. (2) Given the product [CH:46]([O:1][CH2:2][C:3]1[CH:4]=[CH:5][C:6]([CH:9]2[CH2:14][CH2:13][N:12]([C:15]([O:17][CH2:18][C:19]3[CH:20]=[CH:21][CH:22]=[CH:23][CH:24]=3)=[O:16])[CH2:11][CH:10]2[O:25][CH2:26][C:27]2[CH:28]=[CH:29][C:30]3[O:35][CH2:34][CH2:33][N:32]([CH2:36][CH2:37][CH2:38][O:39][CH3:40])[C:31]=3[CH:41]=2)=[CH:7][CH:8]=1)([CH3:45])[CH3:51], predict the reactants needed to synthesize it. The reactants are: [OH:1][CH2:2][C:3]1[CH:8]=[CH:7][C:6]([CH:9]2[CH2:14][CH2:13][N:12]([C:15]([O:17][CH2:18][C:19]3[CH:24]=[CH:23][CH:22]=[CH:21][CH:20]=3)=[O:16])[CH2:11][CH:10]2[O:25][CH2:26][C:27]2[CH:28]=[CH:29][C:30]3[O:35][CH2:34][CH2:33][N:32]([CH2:36][CH2:37][CH2:38][O:39][CH3:40])[C:31]=3[CH:41]=2)=[CH:5][CH:4]=1.[H-].[Na+].Cl[C:45](Cl)(Cl)[C:46]#N.F[C:51](F)(F)S(O)(=O)=O.C(=O)([O-])O.[Na+]. (3) The reactants are: [C:1]([O:10][CH2:3][CH3:4])(=[O:10])[CH2:2][CH2:3][C:4]([O:6][CH2:1][CH3:2])=[O:6].[NH:13]([CH2:17][CH2:18][OH:19])[CH2:14][CH2:15][OH:16]. Given the product [OH:16][CH2:15][CH2:14][N:13]([CH2:17][CH2:18][OH:19])[C:4](=[O:6])[CH2:3][CH2:2][C:1]([N:13]([CH2:17][CH2:18][OH:19])[CH2:14][CH2:15][OH:16])=[O:10], predict the reactants needed to synthesize it. (4) Given the product [CH3:1][O:2][C:3]([C:5]1[CH:13]=[C:12]2[C:8]([C:9]([CH:24]3[CH2:29][CH2:28][CH2:27][CH2:26][CH2:25]3)=[C:10]([C:34]3[CH:35]=[CH:36][C:31]([OH:30])=[CH:32][CH:33]=3)[N:11]2[CH2:14][C:15]([N:17]2[CH2:22][CH2:21][O:20][CH2:19][CH2:18]2)=[O:16])=[CH:7][CH:6]=1)=[O:4], predict the reactants needed to synthesize it. The reactants are: [CH3:1][O:2][C:3]([C:5]1[CH:13]=[C:12]2[C:8]([C:9]([CH:24]3[CH2:29][CH2:28][CH2:27][CH2:26][CH2:25]3)=[C:10](Br)[N:11]2[CH2:14][C:15]([N:17]2[CH2:22][CH2:21][O:20][CH2:19][CH2:18]2)=[O:16])=[CH:7][CH:6]=1)=[O:4].[OH:30][C:31]1[CH:36]=[CH:35][C:34](B(O)O)=[CH:33][CH:32]=1.C([O-])(O)=O.[Na+].